From a dataset of Full USPTO retrosynthesis dataset with 1.9M reactions from patents (1976-2016). Predict the reactants needed to synthesize the given product. (1) Given the product [OH:4][CH2:3][CH:2]([NH:1][C:24]([CH:22]1[CH2:23][CH:21]1[C:15]1[CH:20]=[CH:19][CH:18]=[CH:17][CH:16]=1)=[O:25])[C:5]1[CH:14]=[CH:13][C:12]2[C:7](=[CH:8][CH:9]=[CH:10][CH:11]=2)[CH:6]=1, predict the reactants needed to synthesize it. The reactants are: [NH2:1][C@H:2]([C:5]1[CH:14]=[CH:13][C:12]2[C:7](=[CH:8][CH:9]=[CH:10][CH:11]=2)[CH:6]=1)[CH2:3][OH:4].[C:15]1([CH:21]2[CH2:23][CH:22]2[C:24](O)=[O:25])[CH:20]=[CH:19][CH:18]=[CH:17][CH:16]=1.CCN=C=NCCCN(C)C.Cl.C(N(CC)CC)C. (2) Given the product [N:11]1([C:6]2[CH2:1][CH2:2][N:3]([C:18](=[O:20])[CH3:19])[CH2:4][CH:5]=2)[CH2:15][CH2:14][CH2:13][CH2:12]1, predict the reactants needed to synthesize it. The reactants are: [CH:1]1[C:6](=CN=O)[CH:5]=[CH:4][NH:3][CH:2]=1.Cl[N:11]1[C:15](=O)[CH2:14][CH2:13][C:12]1=O.[CH2:18]([O:20]CC)[CH3:19].O. (3) Given the product [Cl:1][C:2]1[CH:9]=[CH:8][CH:7]=[C:6]([N+:10]([O-:12])=[O:11])[C:3]=1[C:4]1[C:42]([C:41]([NH:40][C:37]2[CH:36]=[CH:35][C:34]([N:33]([CH2:31][CH3:32])[CH2:47][CH3:48])=[CH:39][CH:38]=2)=[O:46])=[C:43]([CH3:44])[O:45][N:18]=1, predict the reactants needed to synthesize it. The reactants are: [Cl:1][C:2]1[CH:9]=[CH:8][CH:7]=[C:6]([N+:10]([O-:12])=[O:11])[C:3]=1[CH:4]=O.Cl.NO.CC[N:18](CC)CC.ClN1C(=O)CCC1=O.[CH2:31]([N:33]([CH2:47][CH3:48])[C:34]1[CH:39]=[CH:38][C:37]([NH:40][C:41](=[O:46])[CH2:42][C:43](=[O:45])[CH3:44])=[CH:36][CH:35]=1)[CH3:32].CO[Na]. (4) Given the product [C:20]([CH2:19][C:4]1([C:7]([O:9][CH3:10])=[O:8])[CH2:3][CH2:2][N:1]([C:11]([O:13][C:14]([CH3:17])([CH3:16])[CH3:15])=[O:12])[CH2:6][CH2:5]1)#[N:22], predict the reactants needed to synthesize it. The reactants are: [N:1]1([C:11]([O:13][C:14]([CH3:17])([CH3:16])[CH3:15])=[O:12])[CH2:6][CH2:5][CH:4]([C:7]([O:9][CH3:10])=[O:8])[CH2:3][CH2:2]1.[Li+].[CH3:19][CH:20]([N-:22]C(C)C)C.BrCC#N. (5) Given the product [Cl:1][C:2]1[CH:38]=[CH:37][C:5]2[NH:6][C:7]([C@@H:9]([NH:20][C:21](=[O:36])[C:22]3[CH:27]=[CH:26][C:25]([C:28]([N:30]4[CH2:34][CH2:33][CH2:32][CH2:31]4)=[O:29])=[C:24]([CH3:35])[CH:23]=3)[CH2:10][CH2:11][N:12]3[CH2:18][CH2:17][CH2:16][S:13]3(=[O:14])=[O:15])=[N:8][C:4]=2[CH:3]=1, predict the reactants needed to synthesize it. The reactants are: [Cl:1][C:2]1[CH:38]=[CH:37][C:5]2[NH:6][C:7]([C@@H:9]([NH:20][C:21](=[O:36])[C:22]3[CH:27]=[CH:26][C:25]([C:28]([N:30]4[CH2:34][CH2:33][CH2:32][CH2:31]4)=[O:29])=[C:24]([CH3:35])[CH:23]=3)[CH2:10][CH2:11][NH:12][S:13]([CH2:16][CH2:17][CH2:18]Cl)(=[O:15])=[O:14])=[N:8][C:4]=2[CH:3]=1.[H-].[Na+].O.